Dataset: Full USPTO retrosynthesis dataset with 1.9M reactions from patents (1976-2016). Task: Predict the reactants needed to synthesize the given product. (1) Given the product [F:46][C:43]1[CH:44]=[CH:45][C:40]([C:35]2[C:34]([C:30]3[CH:29]=[CH:28][C:64]4[N:65]([C:67]([C:70]5[CH:71]=[C:72]([O:80][CH3:81])[C:73]([O:78][CH3:79])=[C:74]([O:76][CH3:77])[CH:75]=5)=[CH:68][N:69]=4)[CH:31]=3)=[CH:39][CH:38]=[CH:37][N:36]=2)=[CH:41][C:42]=1[CH3:47], predict the reactants needed to synthesize it. The reactants are: [F:46][C:43]1[CH:44]=[CH:45][C:40]([C:35]2[C:34]([C:30]3[CH:31]=C4C(=[CH:28][CH:29]=3)N(C(N3C5[C:28](=[CH:29][C:30]([C:34]6[C:35]([C:40]7[CH:45]=[CH:44][C:43]([F:46])=[C:42]([CH3:47])[CH:41]=7)=[N:36][CH:37]=[CH:38][CH:39]=6)=[CH:31]C=5)C=N3)=O)N=C4)=[CH:39][CH:38]=[CH:37][N:36]=2)=[CH:41][C:42]=1[CH3:47].C1(C)C=CC=C(C2C(C3C=C[C:64]4[N:65]([C:67]([C:70]5[CH:75]=[C:74]([O:76][CH3:77])[C:73]([O:78][CH3:79])=[C:72]([O:80][CH3:81])[CH:71]=5)=[CH:68][N:69]=4)C=3)=CC=CN=2)C=1. (2) Given the product [N:33]1([C:8]([C@@H:5]2[CH2:4][CH2:3][C@H:2]([OH:1])[CH2:7][CH2:6]2)=[O:10])[CH2:38][CH2:37][O:36][CH2:35][CH2:34]1, predict the reactants needed to synthesize it. The reactants are: [OH:1][C@@H:2]1[CH2:7][CH2:6][C@H:5]([C:8]([OH:10])=O)[CH2:4][CH2:3]1.Cl.CN(C)CCCN=C=NCC.ON1C2N=CC=CC=2N=N1.[NH:33]1[CH2:38][CH2:37][O:36][CH2:35][CH2:34]1.